This data is from Full USPTO retrosynthesis dataset with 1.9M reactions from patents (1976-2016). The task is: Predict the reactants needed to synthesize the given product. (1) The reactants are: [NH2:1][C:2]1[C:11]2[C:6](=[C:7](Br)[CH:8]=[CH:9][CH:10]=2)[N:5]=[N:4][C:3]=1[C:13]([NH:15][CH2:16][CH2:17][CH3:18])=[O:14].[F:19][C:20]1[CH:21]=[C:22](B(O)O)[CH:23]=[CH:24][C:25]=1[O:26][CH3:27]. Given the product [NH2:1][C:2]1[C:11]2[C:6](=[C:7]([C:22]3[CH:23]=[CH:24][C:25]([O:26][CH3:27])=[C:20]([F:19])[CH:21]=3)[CH:8]=[CH:9][CH:10]=2)[N:5]=[N:4][C:3]=1[C:13]([NH:15][CH2:16][CH2:17][CH3:18])=[O:14], predict the reactants needed to synthesize it. (2) Given the product [OH:8][CH2:9][CH2:10][N:11]1[C:17](=[O:18])[C@@H:16]([NH:19][C:20](=[O:34])[CH:21]([CH3:33])[C:22]([NH:24][CH2:25][C:26]([F:31])([F:32])[C:27]([F:29])([F:30])[F:28])=[O:23])[C:15]2[CH:35]=[CH:36][CH:37]=[CH:38][C:14]=2[C:13]2[CH:39]=[CH:40][CH:41]=[CH:42][C:12]1=2, predict the reactants needed to synthesize it. The reactants are: C([O:8][CH2:9][CH2:10][N:11]1[C:17](=[O:18])[C@@H:16]([NH:19][C:20](=[O:34])[CH:21]([CH3:33])[C:22]([NH:24][CH2:25][C:26]([F:32])([F:31])[C:27]([F:30])([F:29])[F:28])=[O:23])[C:15]2[CH:35]=[CH:36][CH:37]=[CH:38][C:14]=2[C:13]2[CH:39]=[CH:40][CH:41]=[CH:42][C:12]1=2)C1C=CC=CC=1.Cl. (3) Given the product [F:1][C:2]1[C:11]2[O:10][CH2:9][CH:8]([N:12]([CH2:13][CH2:14][CH2:15][C:16]3[C:24]4[C:19](=[CH:20][CH:21]=[C:22]([F:25])[CH:23]=4)[NH:18][CH:17]=3)[CH2:29][CH2:30][CH2:31][CH2:32][CH3:33])[CH2:7][C:6]=2[C:5]([C:26]([NH2:28])=[O:27])=[CH:4][CH:3]=1, predict the reactants needed to synthesize it. The reactants are: [F:1][C:2]1[C:11]2[O:10][CH2:9][CH:8]([NH:12][CH2:13][CH2:14][CH2:15][C:16]3[C:24]4[C:19](=[CH:20][CH:21]=[C:22]([F:25])[CH:23]=4)[NH:18][CH:17]=3)[CH2:7][C:6]=2[C:5]([C:26]([NH2:28])=[O:27])=[CH:4][CH:3]=1.[CH:29](=O)[CH2:30][CH2:31][CH2:32][CH3:33].C([BH3-])#N.[Na+].C(=O)CCC. (4) Given the product [Cl:25][CH2:26][CH2:27][CH2:28][S:29]([NH:1][C:2]1[CH:14]=[C:13]2[C:5]([C:6]3[CH:7]=[C:8]([C:18]4[C:19]([CH3:24])=[N:20][O:21][C:22]=4[CH3:23])[CH:9]=[C:10]([C:15]([NH2:17])=[O:16])[C:11]=3[NH:12]2)=[CH:4][CH:3]=1)(=[O:31])=[O:30], predict the reactants needed to synthesize it. The reactants are: [NH2:1][C:2]1[CH:14]=[C:13]2[C:5]([C:6]3[CH:7]=[C:8]([C:18]4[C:19]([CH3:24])=[N:20][O:21][C:22]=4[CH3:23])[CH:9]=[C:10]([C:15]([NH2:17])=[O:16])[C:11]=3[NH:12]2)=[CH:4][CH:3]=1.[Cl:25][CH2:26][CH2:27][CH2:28][S:29](Cl)(=[O:31])=[O:30].